This data is from Catalyst prediction with 721,799 reactions and 888 catalyst types from USPTO. The task is: Predict which catalyst facilitates the given reaction. (1) Reactant: ClC(OC(C)C)=O.[CH3:8][N:9]1CCOC[CH2:10]1.[C:15]([C:18]1[N:19]=[CH:20][N:21]2[C:26](=[O:27])[N:25]([CH2:28][C:29]([OH:31])=O)[N:24]=[N:23][C:22]=12)(=[O:17])[NH2:16].Cl.CNC.C(N(CC)CC)C. Product: [CH3:8][N:9]([CH3:10])[C:29](=[O:31])[CH2:28][N:25]1[C:26](=[O:27])[N:21]2[CH:20]=[N:19][C:18]([C:15](=[O:17])[NH2:16])=[C:22]2[N:23]=[N:24]1. The catalyst class is: 869. (2) Reactant: [CH2:1]([C:4]1([S:7]([N:10]2[C:21]3[C:13](=[C:14]([CH3:23])[C:15](=[O:22])[N:16]4[C:20]=3[CH2:19][CH2:18][CH2:17]4)[N:12]([C:24]3[CH:29]=[CH:28][C:27]([I:30])=[CH:26][C:25]=3[F:31])C2=O)(=[O:9])=[O:8])[CH2:6][CH2:5]1)[CH:2]=[CH2:3]. Product: [F:31][C:25]1[CH:26]=[C:27]([I:30])[CH:28]=[CH:29][C:24]=1[NH:12][C:13]1[C:21]([NH:10][S:7]([C:4]2([CH2:1][CH:2]=[CH2:3])[CH2:6][CH2:5]2)(=[O:9])=[O:8])=[C:20]2[N:16]([CH2:17][CH2:18][CH2:19]2)[C:15](=[O:22])[C:14]=1[CH3:23]. The catalyst class is: 1. (3) Product: [N:1]([CH2:4][CH2:5][CH2:6][C:7]1([C:20]2[CH:25]=[CH:24][CH:23]=[CH:22][CH:21]=2)[N:11]([C:26](=[S:27])[NH:33][NH2:38])[N:10]=[C:9]([C:12]2[CH:17]=[C:16]([F:18])[CH:15]=[CH:14][C:13]=2[F:19])[S:8]1)=[N+:2]=[N-:3]. The catalyst class is: 1. Reactant: [N:1]([CH2:4][CH2:5][CH2:6][C:7]1([C:20]2[CH:25]=[CH:24][CH:23]=[CH:22][CH:21]=2)[NH:11][N:10]=[C:9]([C:12]2[CH:17]=[C:16]([F:18])[CH:15]=[CH:14][C:13]=2[F:19])[S:8]1)=[N+:2]=[N-:3].[C:26]([N:33]1C=CN=C1)(N1C=CN=C1)=[S:27].[NH2:38]N. (4) Reactant: [CH3:1][O:2][C:3](=[O:21])[CH2:4][CH2:5][C:6]1[CH:11]=[CH:10][C:9]([O:12][C:13]2[CH:18]=[CH:17][CH:16]=[C:15]([OH:19])[CH:14]=2)=[CH:8][C:7]=1[CH3:20].[Br:22][C:23]1[CH:24]=[C:25]([C:30]([F:33])([F:32])[F:31])[CH:26]=[CH:27][C:28]=1F.C(=O)([O-])[O-].[K+].[K+].Cl. Product: [CH3:1][O:2][C:3](=[O:21])[CH2:4][CH2:5][C:6]1[CH:11]=[CH:10][C:9]([O:12][C:13]2[CH:18]=[CH:17][CH:16]=[C:15]([O:19][C:28]3[CH:27]=[CH:26][C:25]([C:30]([F:33])([F:32])[F:31])=[CH:24][C:23]=3[Br:22])[CH:14]=2)=[CH:8][C:7]=1[CH3:20]. The catalyst class is: 58. (5) Reactant: [O:1]1[CH2:6][CH2:5][CH2:4][CH2:3][CH:2]1[N:7]1[CH:11]=[C:10]([C:12]2[CH:17]=[CH:16][N:15]=[C:14]3[NH:18][CH:19]=[CH:20][C:13]=23)[C:9]([CH2:21][OH:22])=[N:8]1.CC(OI1(OC(C)=O)(OC(C)=O)OC(=O)C2C=CC=CC1=2)=O. Product: [O:1]1[CH2:6][CH2:5][CH2:4][CH2:3][CH:2]1[N:7]1[CH:11]=[C:10]([C:12]2[CH:17]=[CH:16][N:15]=[C:14]3[NH:18][CH:19]=[CH:20][C:13]=23)[C:9]([CH:21]=[O:22])=[N:8]1. The catalyst class is: 4. (6) Reactant: [N:1]1[CH2:5][CH:4]=[C:3]([C:6]([O:8][CH2:9][CH3:10])=[O:7])[N:2]=1.CC(C)([O-])C.Br[CH2:17][C:18]1[CH:23]=[CH:22][C:21]([C:24]2[S:25][C:26]3[C:31]([N:32]=2)=[CH:30][CH:29]=[C:28]([C:33]2([C:36]4[CH:41]=[CH:40][CH:39]=[CH:38][CH:37]=4)[CH2:35][CH2:34]2)[N:27]=3)=[C:20]([F:42])[CH:19]=1. Product: [F:42][C:20]1[CH:19]=[C:18]([CH:23]=[CH:22][C:21]=1[C:24]1[S:25][C:26]2[C:31]([N:32]=1)=[CH:30][CH:29]=[C:28]([C:33]1([C:36]3[CH:37]=[CH:38][CH:39]=[CH:40][CH:41]=3)[CH2:34][CH2:35]1)[N:27]=2)[CH2:17][N:1]1[CH:5]=[CH:4][C:3]([C:6]([O:8][CH2:9][CH3:10])=[O:7])=[N:2]1.[F:42][C:20]1[CH:19]=[C:18]([CH:23]=[CH:22][C:21]=1[C:24]1[S:25][C:26]2[C:31]([N:32]=1)=[CH:30][CH:29]=[C:28]([C:33]1([C:36]3[CH:37]=[CH:38][CH:39]=[CH:40][CH:41]=3)[CH2:34][CH2:35]1)[N:27]=2)[CH2:17][N:2]1[C:3]([C:6]([O:8][CH2:9][CH3:10])=[O:7])=[CH:4][CH:5]=[N:1]1. The catalyst class is: 8.